This data is from Full USPTO retrosynthesis dataset with 1.9M reactions from patents (1976-2016). The task is: Predict the reactants needed to synthesize the given product. (1) Given the product [CH3:5][O:6][C:7](=[O:19])[CH2:8][O:9][C:10]1[CH:11]=[C:12]2[C:16](=[CH:17][CH:18]=1)[NH:15][CH2:14][CH2:13]2, predict the reactants needed to synthesize it. The reactants are: C([BH3-])#N.[Na+].[CH3:5][O:6][C:7](=[O:19])[CH2:8][O:9][C:10]1[CH:11]=[C:12]2[C:16](=[CH:17][CH:18]=1)[NH:15][CH:14]=[CH:13]2. (2) Given the product [CH3:27][O:30][CH2:31][O:1][C:2]1[CH:3]=[CH:4][CH:5]=[C:6]2[C:10]=1[C:9](=[O:11])[O:8][CH2:7]2, predict the reactants needed to synthesize it. The reactants are: [OH:1][C:2]1[C:10]2[C:9](=[O:11])[O:8][C:7](=O)[C:6]=2[CH:5]=[CH:4][CH:3]=1.CCC(C)[BH-](C(C)CC)C(C)CC.[K+].[C:27]([O:30][CH2:31]C)(=O)C.Cl. (3) Given the product [F:11][C:10]([F:12])([F:13])[C:9]1[CH:8]=[CH:7][CH:6]=[C:3]2[C:2]=1[NH:16][N:15]=[C:4]2[NH2:5], predict the reactants needed to synthesize it. The reactants are: F[C:2]1[C:9]([C:10]([F:13])([F:12])[F:11])=[CH:8][CH:7]=[CH:6][C:3]=1[C:4]#[N:5].O.[NH2:15][NH2:16]. (4) Given the product [CH3:2][C:1]1[N:12]=[C:10]([OH:11])[C:6]2[S:7][CH:8]=[CH:9][C:5]=2[N:4]=1, predict the reactants needed to synthesize it. The reactants are: [C:1]([NH:4][C:5]1[CH:9]=[CH:8][S:7][C:6]=1[C:10]([NH2:12])=[O:11])(=O)[CH3:2].[OH-].[Na+].Cl. (5) Given the product [O:17]=[C:15]1[C:12]2=[CH:11][CH:10]=[CH:9][C:8]3[NH:7][C:6]4[CH2:5][N:4]([C:19]([O:21][CH2:22][C:23]5[CH:28]=[CH:27][CH:26]=[CH:25][CH:24]=5)=[O:20])[CH2:3][C:2]([C:14]=4[C:13]=32)=[N:35][NH:34]1, predict the reactants needed to synthesize it. The reactants are: O=[C:2]1[C:14]2[C:13]3[C:12]([C:15]([O:17]C)=O)=[CH:11][CH:10]=[CH:9][C:8]=3[NH:7][C:6]=2[CH2:5][N:4]([C:19]([O:21][CH2:22][C:23]2[CH:28]=[CH:27][CH:26]=[CH:25][CH:24]=2)=[O:20])[CH2:3]1.C(O)(=O)C.O.[NH2:34][NH2:35]. (6) The reactants are: [O:1]1[C:5]2[CH:6]=[CH:7][C:8]([O:10][C:11]3[N:28]=[CH:27][CH:26]=[CH:25][C:12]=3[C:13]([NH:15][CH2:16][C:17]3[CH:22]=[CH:21][C:20]([OH:23])=[CH:19][C:18]=3[F:24])=[O:14])=[CH:9][C:4]=2[O:3][CH2:2]1.[C:29](#[N:33])[CH:30]([CH3:32])O.C1(P(C2C=CC=CC=2)C2C=CC=CC=2)C=CC=CC=1.N(C(OCC)=O)=NC(OCC)=O. Given the product [O:1]1[C:5]2[CH:6]=[CH:7][C:8]([O:10][C:11]3[N:28]=[CH:27][CH:26]=[CH:25][C:12]=3[C:13]([NH:15][CH2:16][C:17]3[CH:22]=[CH:21][C:20]([O:23][CH:30]([C:29]#[N:33])[CH3:32])=[CH:19][C:18]=3[F:24])=[O:14])=[CH:9][C:4]=2[O:3][CH2:2]1, predict the reactants needed to synthesize it. (7) Given the product [C:9]([O:13][C:14]([NH:16][CH2:17][C:18]1[CH:23]=[CH:22][C:21]([C:8]#[C:7][CH:1]2[CH2:6][CH2:5][CH2:4][CH2:3][CH2:2]2)=[CH:20][CH:19]=1)=[O:15])([CH3:12])([CH3:11])[CH3:10], predict the reactants needed to synthesize it. The reactants are: [CH:1]1([C:7]#[CH:8])[CH2:6][CH2:5][CH2:4][CH2:3][CH2:2]1.[C:9]([O:13][C:14]([NH:16][CH2:17][C:18]1[CH:23]=[CH:22][C:21](Br)=[CH:20][CH:19]=1)=[O:15])([CH3:12])([CH3:11])[CH3:10].C(N(CC)CC)C. (8) Given the product [Br:1][C:2]1[C:7]([NH:8][S:18]([C:14]2[CH:15]=[CH:16][CH:17]=[C:12]([C:11]([F:10])([F:22])[F:23])[CH:13]=2)(=[O:20])=[O:19])=[CH:6][C:5]([Cl:9])=[CH:4][N:3]=1, predict the reactants needed to synthesize it. The reactants are: [Br:1][C:2]1[C:7]([NH2:8])=[CH:6][C:5]([Cl:9])=[CH:4][N:3]=1.[F:10][C:11]([F:23])([F:22])[C:12]1[CH:13]=[C:14]([S:18](Cl)(=[O:20])=[O:19])[CH:15]=[CH:16][CH:17]=1.